From a dataset of Catalyst prediction with 721,799 reactions and 888 catalyst types from USPTO. Predict which catalyst facilitates the given reaction. (1) Reactant: [C:1]1([C:11]([O:13][C:14]([CH3:17])([CH3:16])[CH3:15])=[O:12])[CH:6]=[CH:5][CH:4]=[C:3]([C:7]([O:9]C)=[O:8])[CH:2]=1.[OH-].[Li+]. Product: [CH3:17][C:14]([O:13][C:11]([C:1]1[CH:2]=[C:3]([CH:4]=[CH:5][CH:6]=1)[C:7]([OH:9])=[O:8])=[O:12])([CH3:15])[CH3:16]. The catalyst class is: 12. (2) Reactant: C(N(CC)CC)C.[Br:8][C:9]1[CH:18]=[C:17]2[C:12]([C:13](Cl)=[C:14]([N+:19]([O-:21])=[O:20])[CH:15]=[N:16]2)=[N:11][CH:10]=1.[CH2:23]([NH2:27])[CH:24]([CH3:26])[CH3:25]. Product: [Br:8][C:9]1[CH:18]=[C:17]2[C:12]([C:13]([NH:27][CH2:23][CH:24]([CH3:26])[CH3:25])=[C:14]([N+:19]([O-:21])=[O:20])[CH:15]=[N:16]2)=[N:11][CH:10]=1. The catalyst class is: 4. (3) Reactant: [CH:1]1([C:4]2[CH:5]=[C:6]3[C:10](=[CH:11][CH:12]=2)[N:9]([CH3:13])[N:8]=[C:7]3[C:14]2[N:15]=[C:16]3[C:22]([C:23](O)=[O:24])=[CH:21][N:20]([CH2:26][O:27][CH2:28][CH2:29][Si:30]([CH3:33])([CH3:32])[CH3:31])[C:17]3=[N:18][CH:19]=2)[CH2:3][CH2:2]1.Cl.[CH3:35][O:36][CH2:37][C@@H:38]([NH2:40])[CH3:39].CN(C(ON1N=NC2C=CC=NC1=2)=[N+](C)C)C.F[P-](F)(F)(F)(F)F.C(N(CC)C(C)C)(C)C. Product: [CH3:35][O:36][CH2:37][C@@H:38]([NH:40][C:23]([C:22]1[C:16]2[C:17](=[N:18][CH:19]=[C:14]([C:7]3[C:6]4[C:10](=[CH:11][CH:12]=[C:4]([CH:1]5[CH2:3][CH2:2]5)[CH:5]=4)[N:9]([CH3:13])[N:8]=3)[N:15]=2)[N:20]([CH2:26][O:27][CH2:28][CH2:29][Si:30]([CH3:32])([CH3:33])[CH3:31])[CH:21]=1)=[O:24])[CH3:39]. The catalyst class is: 10. (4) The catalyst class is: 7. Reactant: C([Si](C1C=CC=CC=1)(C1C=CC=CC=1)[O:6][CH:7]1[CH2:36][CH2:35][C:10]2([C:14](=[O:15])[N:13]([C:16]3[CH:21]=[CH:20][C:19]([N:22]4[CH2:27][CH2:26][CH:25]([N:28]5[CH2:32][CH2:31][CH2:30][C@@H:29]5[CH3:33])[CH2:24][CH2:23]4)=[CH:18][C:17]=3[CH3:34])[CH2:12][CH2:11]2)[CH2:9][CH2:8]1)(C)(C)C.[F-].C([N+](CCCC)(CCCC)CCCC)CCC.O. Product: [OH:6][CH:7]1[CH2:8][CH2:9][C:10]2([C:14](=[O:15])[N:13]([C:16]3[CH:21]=[CH:20][C:19]([N:22]4[CH2:23][CH2:24][CH:25]([N:28]5[CH2:32][CH2:31][CH2:30][C@@H:29]5[CH3:33])[CH2:26][CH2:27]4)=[CH:18][C:17]=3[CH3:34])[CH2:12][CH2:11]2)[CH2:35][CH2:36]1. (5) Reactant: [CH3:1][O:2][CH2:3][C@H:4]1[CH2:8][CH2:7][CH2:6][N:5]1[C:9]([C:11]1[CH:12]=[C:13]([CH:17]=[C:18]([C:20]2[O:21][CH:22]=[CH:23][N:24]=2)[CH:19]=1)[C:14]([OH:16])=O)=[O:10].CCN(C(C)C)C(C)C.CN(C(ON1N=NC2C=CC=NC1=2)=[N+](C)C)C.F[P-](F)(F)(F)(F)F.[NH2:58][C@@H:59]([CH2:85][C:86]1[CH:91]=[C:90]([F:92])[CH:89]=[C:88]([F:93])[CH:87]=1)[C@@H:60]([C@H:69]1[CH2:73][C@@H:72]([O:74][CH2:75][CH2:76][CH3:77])[CH2:71][N:70]1[C:78]([O:80][C:81]([CH3:84])([CH3:83])[CH3:82])=[O:79])[O:61][Si:62]([C:65]([CH3:68])([CH3:67])[CH3:66])([CH3:64])[CH3:63]. Product: [Si:62]([O:61][C@H:60]([C@H:69]1[CH2:73][C@@H:72]([O:74][CH2:75][CH2:76][CH3:77])[CH2:71][N:70]1[C:78]([O:80][C:81]([CH3:82])([CH3:84])[CH3:83])=[O:79])[C@@H:59]([NH:58][C:14](=[O:16])[C:13]1[CH:17]=[C:18]([C:20]2[O:21][CH:22]=[CH:23][N:24]=2)[CH:19]=[C:11]([C:9]([N:5]2[CH2:6][CH2:7][CH2:8][C@@H:4]2[CH2:3][O:2][CH3:1])=[O:10])[CH:12]=1)[CH2:85][C:86]1[CH:91]=[C:90]([F:92])[CH:89]=[C:88]([F:93])[CH:87]=1)([C:65]([CH3:68])([CH3:66])[CH3:67])([CH3:64])[CH3:63]. The catalyst class is: 4. (6) Reactant: [CH2:1]=[C:2]([C:4]1[CH:5]=[C:6]2[C:10](=[CH:11][CH:12]=1)[NH:9][N:8]=[CH:7]2)[CH3:3].N1C2C(=CC=CC=2)C=N1. Product: [CH:2]([C:4]1[CH:5]=[C:6]2[C:10](=[CH:11][CH:12]=1)[NH:9][N:8]=[CH:7]2)([CH3:3])[CH3:1]. The catalyst class is: 19. (7) Reactant: [OH2:1].Cl[C:3]1[CH:24]=[CH:23][C:6]2[O:7][C@@H:8]([CH2:11][N:12]3C(=O)C4C(=CC=CC=4)[C:13]3=O)CO[C:5]=2[CH:4]=1.NN.[ClH:27]. Product: [Cl:27][C:24]1[CH:3]=[CH:4][C:5]2[O:1][C@H:11]([NH:12][CH3:13])[CH2:8][O:7][C:6]=2[CH:23]=1. The catalyst class is: 8. (8) Reactant: [N:1]1[CH:6]=[CH:5][CH:4]=[C:3]([NH:7][C:8]([C:10]2[C:18]3[C:17]4[CH:19]=[C:20]([NH2:23])[CH:21]=[CH:22][C:16]=4[O:15][C:14]=3[C:13]([O:24][CH3:25])=[CH:12][CH:11]=2)=[O:9])[CH:2]=1.[C:26](Cl)(=[O:28])[CH3:27].N1C=CC=CC=1. Product: [N:1]1[CH:6]=[CH:5][CH:4]=[C:3]([NH:7][C:8]([C:10]2[C:18]3[C:17]4[CH:19]=[C:20]([NH:23][C:26](=[O:28])[CH3:27])[CH:21]=[CH:22][C:16]=4[O:15][C:14]=3[C:13]([O:24][CH3:25])=[CH:12][CH:11]=2)=[O:9])[CH:2]=1. The catalyst class is: 1.